Dataset: Full USPTO retrosynthesis dataset with 1.9M reactions from patents (1976-2016). Task: Predict the reactants needed to synthesize the given product. (1) Given the product [Cl:1][C:2]1[CH:7]=[C:6]([F:8])[CH:5]=[CH:4][C:3]=1[CH2:9][NH:10][C:11](=[O:24])[CH2:12][C:13]1[C:14]([CH3:23])=[N:15][N:16]([CH2:19][C:20]([N:56]2[CH2:61][CH2:60][O:59][CH2:58][CH2:57]2)=[O:22])[C:17]=1[CH3:18], predict the reactants needed to synthesize it. The reactants are: [Cl:1][C:2]1[CH:7]=[C:6]([F:8])[CH:5]=[CH:4][C:3]=1[CH2:9][NH:10][C:11](=[O:24])[CH2:12][C:13]1[C:14]([CH3:23])=[N:15][N:16]([CH2:19][C:20]([OH:22])=O)[C:17]=1[CH3:18].CCN=C=NCCCN(C)C.Cl.ON1C2C=CC=CC=2N=N1.C(N(C(C)C)CC)(C)C.[NH:56]1[CH2:61][CH2:60][O:59][CH2:58][CH2:57]1. (2) Given the product [F:11][C:12]1[CH:13]=[C:14]([CH:17]=[CH:18][CH:19]=1)[CH2:15][O:10][C:7]1[CH:6]=[CH:5][C:4]([CH2:3][OH:2])=[N:9][CH:8]=1, predict the reactants needed to synthesize it. The reactants are: Cl.[OH:2][CH2:3][C:4]1[N:9]=[CH:8][C:7]([OH:10])=[CH:6][CH:5]=1.[F:11][C:12]1[CH:13]=[C:14]([CH:17]=[CH:18][CH:19]=1)[CH2:15]Br.C(=O)([O-])[O-].[K+].[K+].CC(=O)CC. (3) Given the product [F:21][C:16]1[CH:15]=[C:14]([C:13]2[C:12]([CH2:22][CH2:23][CH2:24][CH2:25][CH2:26][CH2:27][CH3:28])=[CH:11][C:10](=[O:29])[N:9]3[C@H:5]([C:3]([OH:4])=[O:2])[CH2:6][S:7][C:8]=23)[CH:19]=[CH:18][C:17]=1[F:20], predict the reactants needed to synthesize it. The reactants are: C[O:2][C:3]([C@H:5]1[N:9]2[C:10](=[O:29])[CH:11]=[C:12]([CH2:22][CH2:23][CH2:24][CH2:25][CH2:26][CH2:27][CH3:28])[C:13]([C:14]3[CH:19]=[CH:18][C:17]([F:20])=[C:16]([F:21])[CH:15]=3)=[C:8]2[S:7][CH2:6]1)=[O:4].[Li+].[OH-]. (4) Given the product [CH:10]1([NH:16][C:17]([CH:19]2[CH2:24][CH2:23][CH:22]([C:25]([F:28])([F:26])[F:27])[N:21]([C:6]3[CH:5]=[C:4]([Cl:9])[N:3]=[C:2]([Cl:1])[N:7]=3)[CH2:20]2)=[O:18])[CH2:11][CH2:12][CH2:13][CH2:14][CH2:15]1, predict the reactants needed to synthesize it. The reactants are: [Cl:1][C:2]1[N:7]=[C:6](Cl)[CH:5]=[C:4]([Cl:9])[N:3]=1.[CH:10]1([NH:16][C:17]([CH:19]2[CH2:24][CH2:23][CH:22]([C:25]([F:28])([F:27])[F:26])[NH:21][CH2:20]2)=[O:18])[CH2:15][CH2:14][CH2:13][CH2:12][CH2:11]1.CCN(C(C)C)C(C)C.CCOC(C)=O. (5) The reactants are: [Cl:1][C:2]1[CH:3]=[CH:4][C:5]([NH:14][CH2:15][C:16]([O:18]C(C)(C)C)=[O:17])=[C:6]([C:8]2[CH:13]=[CH:12][CH:11]=[CH:10][CH:9]=2)[CH:7]=1.[C:23](=O)([O-])O.[Na+].Cl. Given the product [Cl:1][C:2]1[CH:3]=[CH:4][C:5]([N:14]([CH3:23])[CH2:15][C:16]([OH:18])=[O:17])=[C:6]([C:8]2[CH:9]=[CH:10][CH:11]=[CH:12][CH:13]=2)[CH:7]=1, predict the reactants needed to synthesize it. (6) Given the product [CH2:6]([O:13][C:14]1[C:19]([Cl:20])=[C:18]([C:25]([OH:27])=[O:26])[C:17]([C:21]([F:24])([F:22])[F:23])=[CH:16][N:15]=1)[C:7]1[CH:8]=[CH:9][CH:10]=[CH:11][CH:12]=1, predict the reactants needed to synthesize it. The reactants are: C([Li])CCC.[CH2:6]([O:13][C:14]1[C:19]([Cl:20])=[CH:18][C:17]([C:21]([F:24])([F:23])[F:22])=[CH:16][N:15]=1)[C:7]1[CH:12]=[CH:11][CH:10]=[CH:9][CH:8]=1.[C:25](=[O:27])=[O:26].[Cl-].[NH4+]. (7) Given the product [C:1]([N:9]1[CH2:10][CH2:11][N:12]([C:15](=[O:26])[C:16]([C:46]2[CH:47]=[CH:48][C:49]([N:28]3[CH:32]=[CH:31][CH:30]=[N:29]3)=[C:42]([CH3:44])[CH:45]=2)=[O:17])[C@H:13]([CH3:37])[CH2:14]1)(=[O:8])[C:2]1[CH:7]=[CH:6][CH:5]=[CH:4][CH:3]=1, predict the reactants needed to synthesize it. The reactants are: [C:1]([N:9]1[CH2:14][CH2:13][N:12]([C:15](=[O:26])[C:16](C2C=CC(Br)=CC=2C)=[O:17])[CH2:11][C@H:10]1C)(=[O:8])[C:2]1[CH:7]=[CH:6][CH:5]=[CH:4][CH:3]=1.[NH:28]1[CH:32]=[CH:31][CH:30]=[N:29]1.C(Cl)(Cl)Cl.[CH3:37]O.CCO[C:42]([CH3:44])=O.[CH3:45][CH2:46][CH2:47][CH2:48][CH2:49]C. (8) Given the product [CH2:1]([O:3][C:4]([C:6]1[N:7]=[CH:8][N:9]([CH3:12])[C:10]=1[N:11]([C:28]([O:27][C:24]([CH3:26])([CH3:25])[CH3:23])=[O:29])[C:28]([O:27][C:24]([CH3:26])([CH3:25])[CH3:23])=[O:29])=[O:5])[CH3:2], predict the reactants needed to synthesize it. The reactants are: [CH2:1]([O:3][C:4]([C:6]1[N:7]=[CH:8][N:9]([CH3:12])[C:10]=1[NH2:11])=[O:5])[CH3:2].[Li+].C[Si]([N-][Si](C)(C)C)(C)C.[CH3:23][C:24]([O:27][C:28](O[C:28]([O:27][C:24]([CH3:26])([CH3:25])[CH3:23])=[O:29])=[O:29])([CH3:26])[CH3:25]. (9) Given the product [NH2:16][C:17]1[CH:22]=[CH:21][C:20]([O:23][C:2]2[C:7]([NH2:8])=[C:6]([I:9])[N:5]=[CH:4][N:3]=2)=[CH:19][C:18]=1[Cl:24], predict the reactants needed to synthesize it. The reactants are: I[C:2]1[C:7]([NH2:8])=[C:6]([I:9])[N:5]=[CH:4][N:3]=1.C(=O)([O-])[O-].[K+].[K+].[NH2:16][C:17]1[CH:22]=[CH:21][C:20]([OH:23])=[CH:19][C:18]=1[Cl:24].